Dataset: Reaction yield outcomes from USPTO patents with 853,638 reactions. Task: Predict the reaction yield, written as a fraction of the theoretical maximum amount of product (1.0 means a 100% yield; for example, 0.34 means a 34% yield). (1) The reactants are [Br:1][C:2]1[CH:3]=[CH:4][C:5]([F:13])=[C:6]([CH:8]([OH:12])[CH2:9][CH2:10][CH3:11])[CH:7]=1.[Cr](O[Cr]([O-])(=O)=O)([O-])(=O)=O.[NH+]1C=CC=CC=1.[NH+]1C=CC=CC=1. The catalyst is C(Cl)Cl. The product is [Br:1][C:2]1[CH:3]=[CH:4][C:5]([F:13])=[C:6]([C:8](=[O:12])[CH2:9][CH2:10][CH3:11])[CH:7]=1. The yield is 0.750. (2) The yield is 0.500. The reactants are [CH2:1]([C:4]1[CH:9]=[CH:8][C:7]([Cl:10])=[C:6]([C:11]2[CH:16]=[CH:15][CH:14]=[CH:13][C:12]=2[CH3:17])[C:5]=1[OH:18])[CH:2]=[CH2:3]. The product is [Cl:10][C:7]1[CH:8]=[CH:9][C:4]([CH:1]=[CH:2][CH3:3])=[C:5]([OH:18])[C:6]=1[C:11]1[CH:16]=[CH:15][CH:14]=[CH:13][C:12]=1[CH3:17]. The catalyst is C(Cl)Cl.CC1C=CC=CC=1[P](C1C=CC=CC=1C)([Pd](Cl)(Cl)[P](C1=C(C)C=CC=C1)(C1C=CC=CC=1C)C1C=CC=CC=1C)C1C=CC=CC=1C. (3) The reactants are C[O:2][C:3](=[O:34])[C:4]1[CH:33]=[CH:32][CH:31]=[C:6]([C:7]([N:9]([CH3:30])[CH2:10][C:11]2[CH:16]=[CH:15][C:14]([C:17]([N:19]3[CH2:25][C:24]4([CH3:27])[CH2:26][CH:20]3[CH2:21][C:22]([CH3:29])([CH3:28])[CH2:23]4)=[O:18])=[CH:13][CH:12]=2)=[O:8])[CH:5]=1.O.[OH-].[Na+]. The catalyst is CCO. The product is [CH3:30][N:9]([CH2:10][C:11]1[CH:16]=[CH:15][C:14]([C:17]([N:19]2[CH2:25][C:24]3([CH3:27])[CH2:26][CH:20]2[CH2:21][C:22]([CH3:29])([CH3:28])[CH2:23]3)=[O:18])=[CH:13][CH:12]=1)[C:7](=[O:8])[C:6]1[CH:5]=[C:4]([CH:33]=[CH:32][CH:31]=1)[C:3]([OH:34])=[O:2]. The yield is 0.490. (4) The reactants are [C:1]([C:5]1[O:9][N:8]=[C:7]([NH:10][C:11]([NH:13][C:14]2[CH:19]=[CH:18][CH:17]=[C:16]([O:20][C:21]3[C:30]4[C:25](=[CH:26][CH:27]=[C:28]([C:31]5[O:32][C:33]([CH:36]=O)=[CH:34][CH:35]=5)[CH:29]=4)[N:24]=[CH:23][N:22]=3)[CH:15]=2)=[O:12])[CH:6]=1)([CH3:4])([CH3:3])[CH3:2].[CH3:38][S:39]([CH2:42][CH2:43][NH2:44])(=[O:41])=[O:40].[O-]S([O-])(=O)=O.[Mg+2].[BH-](OC(C)=O)(OC(C)=O)OC(C)=O.[Na+]. The catalyst is C(Cl)Cl.C(O)(=O)C.CO. The product is [C:1]([C:5]1[O:9][N:8]=[C:7]([NH:10][C:11]([NH:13][C:14]2[CH:19]=[CH:18][CH:17]=[C:16]([O:20][C:21]3[C:30]4[C:25](=[CH:26][CH:27]=[C:28]([C:31]5[O:32][C:33]([CH2:36][NH:44][CH2:43][CH2:42][S:39]([CH3:38])(=[O:41])=[O:40])=[CH:34][CH:35]=5)[CH:29]=4)[N:24]=[CH:23][N:22]=3)[CH:15]=2)=[O:12])[CH:6]=1)([CH3:3])([CH3:2])[CH3:4]. The yield is 0.250. (5) The reactants are [CH3:1][O:2][C:3]1[CH:12]=[CH:11][C:10]2[O:9][C@H:8]3[CH2:13][CH2:14][CH2:15][O:16][C@@H:7]3[C:6](=[O:17])[C:5]=2[CH:4]=1.CI.[CH3:20]C(C)([O-])C.[K+]. The catalyst is C1COCC1. The product is [CH3:1][O:2][C:3]1[CH:12]=[CH:11][C:10]2[O:9][C@H:8]3[CH2:13][CH2:14][CH2:15][O:16][C@:7]3([CH3:20])[C:6](=[O:17])[C:5]=2[CH:4]=1. The yield is 0.620.